From a dataset of Forward reaction prediction with 1.9M reactions from USPTO patents (1976-2016). Predict the product of the given reaction. (1) Given the reactants [CH3:1][O:2][C:3]1[CH:4]=[C:5]([C:9]2[CH:15]3[CH2:16][CH:12]([CH2:13][NH:14]3)[CH2:11][CH:10]=2)[CH:6]=[N:7][CH:8]=1.[CH2:17]=O, predict the reaction product. The product is: [CH3:17][N:14]1[CH2:13][CH:12]2[CH2:16][CH:15]1[C:9]([C:5]1[CH:6]=[N:7][CH:8]=[C:3]([O:2][CH3:1])[CH:4]=1)=[CH:10][CH2:11]2. (2) Given the reactants [CH2:1]([C:4]1[CH:23]=[CH:22][CH:21]=[C:20]2[C:5]=1[CH2:6][CH:7]1[CH2:11][C:10](=[O:12])[N:9]([C:13]([O:15][C:16]([CH3:19])([CH3:18])[CH3:17])=[O:14])[CH:8]12)[CH:2]=[CH2:3].C(O[CH:29](N(C)C)[N:30]([CH3:32])[CH3:31])(C)(C)C, predict the reaction product. The product is: [CH2:1]([C:4]1[CH:23]=[CH:22][CH:21]=[C:20]2[C:5]=1[CH2:6][CH:7]1[CH:8]2[N:9]([C:13]([O:15][C:16]([CH3:18])([CH3:19])[CH3:17])=[O:14])[C:10](=[O:12])/[C:11]/1=[CH:29]\[N:30]([CH3:32])[CH3:31])[CH:2]=[CH2:3]. (3) Given the reactants [NH2:1][C:2]1[CH:3]=[C:4]([C:8]2[S:12][C:11]([C:13]3[CH:14]=[C:15]4[C:19](=[CH:20][CH:21]=3)[C:18](=[O:22])[N:17]([CH3:23])[CH2:16]4)=[CH:10][CH:9]=2)[CH:5]=[N:6][CH:7]=1.[F:24][C:25]1[CH:26]=[C:27]([S:32](Cl)(=[O:34])=[O:33])[CH:28]=[CH:29][C:30]=1[F:31], predict the reaction product. The product is: [F:24][C:25]1[CH:26]=[C:27]([S:32]([NH:1][C:2]2[CH:7]=[N:6][CH:5]=[C:4]([C:8]3[S:12][C:11]([C:13]4[CH:14]=[C:15]5[C:19](=[CH:20][CH:21]=4)[C:18](=[O:22])[N:17]([CH3:23])[CH2:16]5)=[CH:10][CH:9]=3)[CH:3]=2)(=[O:33])=[O:34])[CH:28]=[CH:29][C:30]=1[F:31].